This data is from Catalyst prediction with 721,799 reactions and 888 catalyst types from USPTO. The task is: Predict which catalyst facilitates the given reaction. (1) Reactant: [Br:1][C:2]1[CH:3]=[CH:4][C:5]([O:16][CH2:17][C:18]2[CH:23]=[CH:22][C:21]([Cl:24])=[CH:20][CH:19]=2)=[C:6]([CH2:8][N:9]2[CH2:13][CH2:12][CH:11]([NH:14][CH3:15])[CH2:10]2)[CH:7]=1.CCN(CC)CC.[N:32]1[CH:37]=[CH:36][N:35]=[CH:34][C:33]=1[C:38]([OH:40])=O.CN(C(ON1N=NC2C=CC=NC1=2)=[N+](C)C)C.F[P-](F)(F)(F)(F)F. Product: [Br:1][C:2]1[CH:3]=[CH:4][C:5]([O:16][CH2:17][C:18]2[CH:19]=[CH:20][C:21]([Cl:24])=[CH:22][CH:23]=2)=[C:6]([CH2:8][N:9]2[CH2:13][CH2:12][CH:11]([N:14]([CH3:15])[C:38]([C:33]3[CH:34]=[N:35][CH:36]=[CH:37][N:32]=3)=[O:40])[CH2:10]2)[CH:7]=1. The catalyst class is: 3. (2) Reactant: F[C:2]1[CH:12]=[CH:11][C:5]([C:6]([O:8][CH2:9][CH3:10])=[O:7])=[CH:4][CH:3]=1.[CH3:13][C:14]1([CH3:20])[CH2:19][NH:18][CH2:17][CH2:16][NH:15]1.C(N(C(C)C)C(C)C)C. Product: [CH3:13][C:14]1([CH3:20])[NH:15][CH2:16][CH2:17][N:18]([C:2]2[CH:12]=[CH:11][C:5]([C:6]([O:8][CH2:9][CH3:10])=[O:7])=[CH:4][CH:3]=2)[CH2:19]1. The catalyst class is: 44. (3) Reactant: [CH3:1][N:2]1[CH2:27][CH2:26][C:5]2[N:6]([CH2:14][CH:15]([C:20]3[CH:25]=[CH:24][N:23]=[CH:22][CH:21]=3)[CH2:16][C:17](O)=[O:18])[C:7]3[CH:8]=[CH:9][C:10]([CH3:13])=[CH:11][C:12]=3[C:4]=2[CH2:3]1.[Cl-].[NH4+].C1C[N:33]([P+](ON2N=NC3C=CC=CC2=3)(N2CCCC2)N2CCCC2)CC1.F[P-](F)(F)(F)(F)F.C(N(CC)CC)C. Product: [CH3:1][N:2]1[CH2:27][CH2:26][C:5]2[N:6]([CH2:14][CH:15]([C:20]3[CH:21]=[CH:22][N:23]=[CH:24][CH:25]=3)[CH2:16][C:17]([NH2:33])=[O:18])[C:7]3[CH:8]=[CH:9][C:10]([CH3:13])=[CH:11][C:12]=3[C:4]=2[CH2:3]1. The catalyst class is: 2.